Dataset: Forward reaction prediction with 1.9M reactions from USPTO patents (1976-2016). Task: Predict the product of the given reaction. (1) Given the reactants [CH2:1]([O:8][N:9]1[C:14]2[N:15]=[CH:16][N:17]=[C:18]([CH3:19])[C:13]=2[C:12]([OH:20])=[CH:11][C:10]1=[O:21])[C:2]1[CH:7]=[CH:6][CH:5]=[CH:4][CH:3]=1.C(N(CC)CC)C.[F:29][C:30]([F:43])([F:42])[S:31](O[S:31]([C:30]([F:43])([F:42])[F:29])(=[O:33])=[O:32])(=[O:33])=[O:32], predict the reaction product. The product is: [F:29][C:30]([F:43])([F:42])[S:31]([O:20][C:12]1[C:13]2[C:18]([CH3:19])=[N:17][CH:16]=[N:15][C:14]=2[N:9]([O:8][CH2:1][C:2]2[CH:3]=[CH:4][CH:5]=[CH:6][CH:7]=2)[C:10](=[O:21])[CH:11]=1)(=[O:33])=[O:32]. (2) The product is: [Br:20][C:16]1[CH:17]=[CH:18][CH:19]=[C:14]([F:13])[C:15]=1[CH:21]=[O:23]. Given the reactants C(NC(C)C)(C)C.C([Li])CCC.[F:13][C:14]1[CH:15]=[C:16]([Br:20])[CH:17]=[CH:18][CH:19]=1.[C:21](O)(=[O:23])C, predict the reaction product. (3) Given the reactants [Cl:1][C:2]1[CH:7]=[CH:6][C:5]([C:8]2[C:17]3[C:12](=[CH:13][C:14]([O:18][CH3:19])=[CH:15][CH:16]=3)[CH:11]=[C:10]([CH3:20])[C:9]=2[CH:21]([OH:27])[C:22]([O:24][CH2:25][CH3:26])=[O:23])=[CH:4][CH:3]=1.Cl(O)(=O)(=O)=O, predict the reaction product. The product is: [C:5]([O:27][CH:21]([C:9]1[C:10]([CH3:20])=[CH:11][C:12]2[C:17](=[CH:16][CH:15]=[C:14]([O:18][CH3:19])[CH:13]=2)[C:8]=1[C:5]1[CH:4]=[CH:3][C:2]([Cl:1])=[CH:7][CH:6]=1)[C:22]([O:24][CH2:25][CH3:26])=[O:23])([CH3:8])([CH3:6])[CH3:4]. (4) Given the reactants I[C:2]1[CH:8]=[CH:7][CH:6]=[CH:5][C:3]=1[NH2:4].C([Sn](CCCC)(CCCC)[C:14]1[O:15][CH:16]=[CH:17][CH:18]=1)CCC, predict the reaction product. The product is: [O:15]1[CH:16]=[CH:17][CH:18]=[C:14]1[C:2]1[CH:8]=[CH:7][CH:6]=[CH:5][C:3]=1[NH2:4]. (5) Given the reactants [C:1]([O:4][C@@H:5]1[C@@H:11]([O:12][C:13](=[O:15])[CH3:14])[C@H:10]([O:16][C:17](=[O:19])[CH3:18])[C@@H:9]([C:20]([O:22][CH3:23])=[O:21])[O:8][CH:6]1[OH:7])(=[O:3])[CH3:2].[Cl:24][C:25]([Cl:29])([Cl:28])[C:26]#[N:27].C([O-])([O-])=O.[K+].[K+], predict the reaction product. The product is: [C:1]([O:4][C@@H:5]1[C@@H:11]([O:12][C:13](=[O:15])[CH3:14])[C@H:10]([O:16][C:17](=[O:19])[CH3:18])[C@@H:9]([C:20]([O:22][CH3:23])=[O:21])[O:8][CH:6]1[O:7][C:26](=[NH:27])[C:25]([Cl:29])([Cl:28])[Cl:24])(=[O:3])[CH3:2]. (6) Given the reactants [C:1]([O:5][C:6]([NH:8][C@H:9]([CH3:13])[C:10](O)=[O:11])=[O:7])([CH3:4])([CH3:3])[CH3:2].C(Cl)CCl.C1C=CC2N(O)N=[N:24]C=2C=1.N.O1CCOCC1.CN1CCOCC1, predict the reaction product. The product is: [NH2:24][C:10](=[O:11])[C@H:9]([NH:8][C:6](=[O:7])[O:5][C:1]([CH3:4])([CH3:3])[CH3:2])[CH3:13]. (7) Given the reactants C([O:3][C:4](=[O:25])[C@@H:5]([O:22][CH2:23][CH3:24])[CH2:6][C:7]1[CH:12]=[CH:11][C:10]([O:13][CH2:14][C:15]2[S:16][C:17](Br)=[CH:18][C:19]=2[CH3:20])=[CH:9][CH:8]=1)C.C[O:27][CH2:28][C:29]1[CH:33]=[C:32]([C:34]2[CH:39]=[CH:38][C:37](B3OC(C)(C)C(C)(C)O3)=[CH:36][CH:35]=2)[O:31][N:30]=1, predict the reaction product. The product is: [CH2:23]([O:22][C@@H:5]([CH2:6][C:7]1[CH:8]=[CH:9][C:10]([O:13][CH2:14][C:15]2[S:16][C:17]([C:37]3[CH:36]=[CH:35][C:34]([C:32]4[O:31][N:30]=[C:29]([CH2:28][OH:27])[CH:33]=4)=[CH:39][CH:38]=3)=[CH:18][C:19]=2[CH3:20])=[CH:11][CH:12]=1)[C:4]([OH:3])=[O:25])[CH3:24]. (8) The product is: [C:26]([C:7]1[C:8](=[O:19])[N:9]([CH2:11][C:12]2[CH:17]=[CH:16][CH:15]=[CH:14][C:13]=2[F:18])[CH:10]=[C:5]([CH2:4][C:3]2[CH:21]=[CH:22][C:23]([F:25])=[CH:24][C:2]=2[F:1])[CH:6]=1)(=[O:28])[CH3:27]. Given the reactants [F:1][C:2]1[CH:24]=[C:23]([F:25])[CH:22]=[CH:21][C:3]=1[CH2:4][C:5]1[CH:6]=[C:7](I)[C:8](=[O:19])[N:9]([CH2:11][C:12]2[CH:17]=[CH:16][CH:15]=[CH:14][C:13]=2[F:18])[CH:10]=1.[CH2:26]([O:28]C=C[Sn](CCCC)(CCCC)CCCC)[CH3:27], predict the reaction product.